From a dataset of Reaction yield outcomes from USPTO patents with 853,638 reactions. Predict the reaction yield, written as a fraction of the theoretical maximum amount of product (1.0 means a 100% yield; for example, 0.34 means a 34% yield). (1) The reactants are [Cl-].O[NH3+:3].[C:4](=[O:7])([O-])[OH:5].[Na+].CS(C)=O.[OH:13][C:14]1([CH:48]2[CH2:53][CH2:52][O:51][CH2:50][CH2:49]2)[CH2:19][CH2:18][CH:17]([N:20]2[C:25](=[O:26])[C:24]([CH2:27][C:28]3[CH:33]=[CH:32][C:31]([C:34]4[C:35]([C:40]#[N:41])=[CH:36][CH:37]=[CH:38][CH:39]=4)=[CH:30][CH:29]=3)=[C:23]([CH2:42][CH2:43][CH3:44])[N:22]3[N:45]=[CH:46][N:47]=[C:21]23)[CH2:16][CH2:15]1. The catalyst is O.C(OCC)(=O)C. The product is [OH:13][C:14]1([CH:48]2[CH2:49][CH2:50][O:51][CH2:52][CH2:53]2)[CH2:15][CH2:16][CH:17]([N:20]2[C:25](=[O:26])[C:24]([CH2:27][C:28]3[CH:29]=[CH:30][C:31]([C:34]4[CH:39]=[CH:38][CH:37]=[CH:36][C:35]=4[C:40]4[NH:3][C:4](=[O:7])[O:5][N:41]=4)=[CH:32][CH:33]=3)=[C:23]([CH2:42][CH2:43][CH3:44])[N:22]3[N:45]=[CH:46][N:47]=[C:21]23)[CH2:18][CH2:19]1. The yield is 0.140. (2) The reactants are [N:1]#[C:2][NH2:3].[CH3:4][N:5]1[C:9]([C:10]#[N:11])=[CH:8][CH:7]=[C:6]1B(O)O.C(=O)([O-])[O-].[K+].[K+].C(P([C:30]([CH3:33])([CH3:32])C)C(C)(C)C)(C)(C)C.[Br-].[CH2:35]1[CH2:39][O:38][CH2:37][CH2:36]1. No catalyst specified. The product is [C:10]([C:9]1[N:5]([CH3:4])[C:6]([C:32]2[CH:30]=[CH:33][C:35]([NH:1][C:2]#[N:3])=[CH:36][C:37]=2[O:38][CH3:39])=[CH:7][CH:8]=1)#[N:11]. The yield is 0.160. (3) The reactants are [F:1][C:2]1[CH:25]=[CH:24][C:5]([CH2:6][NH:7][CH2:8][C:9]2[CH:23]=[CH:22][C:12]([CH2:13][NH:14][C:15](=[O:21])[O:16][C:17]([CH3:20])([CH3:19])[CH3:18])=[CH:11][CH:10]=2)=[CH:4][CH:3]=1.[Cl:26][C:27]1[C:28]([OH:38])=[C:29]([S:34](Cl)(=[O:36])=[O:35])[CH:30]=[C:31]([Cl:33])[CH:32]=1.C(N(C(C)C)CC)(C)C. The catalyst is C(Cl)Cl. The product is [Cl:26][C:27]1[C:28]([OH:38])=[C:29]([S:34]([N:7]([CH2:8][C:9]2[CH:23]=[CH:22][C:12]([CH2:13][NH:14][C:15](=[O:21])[O:16][C:17]([CH3:19])([CH3:20])[CH3:18])=[CH:11][CH:10]=2)[CH2:6][C:5]2[CH:4]=[CH:3][C:2]([F:1])=[CH:25][CH:24]=2)(=[O:36])=[O:35])[CH:30]=[C:31]([Cl:33])[CH:32]=1. The yield is 0.530. (4) The reactants are [CH3:1][O:2][CH2:3][CH2:4][O:5][C:6]1[CH:11]=[CH:10][C:9]([NH:12][C:13]2[C:18]([NH2:19])=[CH:17][N:16]=[C:15]([NH:20][C:21]3[CH:22]=[N:23][N:24]([CH:26]4[CH2:31][CH2:30][N:29]([CH3:32])[CH2:28][CH2:27]4)[CH:25]=3)[N:14]=2)=[CH:8][CH:7]=1.[CH:33](OC)(OC)OC. No catalyst specified. The product is [CH3:1][O:2][CH2:3][CH2:4][O:5][C:6]1[CH:11]=[CH:10][C:9]([N:12]2[CH:33]=[N:19][C:18]3[C:13]2=[N:14][C:15]([NH:20][C:21]2[CH:22]=[N:23][N:24]([CH:26]4[CH2:31][CH2:30][N:29]([CH3:32])[CH2:28][CH2:27]4)[CH:25]=2)=[N:16][CH:17]=3)=[CH:8][CH:7]=1. The yield is 0.100.